This data is from Catalyst prediction with 721,799 reactions and 888 catalyst types from USPTO. The task is: Predict which catalyst facilitates the given reaction. Reactant: ClC1C=C(C=CC=1)C(OO)=[O:6].[Cl:12][C:13]1[CH:14]=[C:15]([C:20]2([C:42]([F:45])([F:44])[F:43])[O:24][N:23]=[C:22]([C:25]3[C:34]4[C:29](=[CH:30][CH:31]=[CH:32][CH:33]=4)[C:28]([C:35]([NH:37][CH2:38][CH2:39][S:40][CH3:41])=[O:36])=[CH:27][CH:26]=3)[CH2:21]2)[CH:16]=[C:17]([Cl:19])[CH:18]=1. Product: [Cl:12][C:13]1[CH:14]=[C:15]([C:20]2([C:42]([F:43])([F:45])[F:44])[O:24][N:23]=[C:22]([C:25]3[C:34]4[C:29](=[CH:30][CH:31]=[CH:32][CH:33]=4)[C:28]([C:35]([NH:37][CH2:38][CH2:39][S:40]([CH3:41])=[O:6])=[O:36])=[CH:27][CH:26]=3)[CH2:21]2)[CH:16]=[C:17]([Cl:19])[CH:18]=1. The catalyst class is: 4.